Dataset: Forward reaction prediction with 1.9M reactions from USPTO patents (1976-2016). Task: Predict the product of the given reaction. (1) Given the reactants [S:1]1[CH:5]=[CH:4][CH:3]=[C:2]1[CH:6]=O.[CH3:8][O:9][CH2:10][CH2:11][NH2:12].[C:13]1(=[O:24])[O:19][C:17](=O)[C:16]2=[CH:20][CH:21]=[CH:22][CH:23]=[C:15]2[CH2:14]1.[C:25]1([C:31]2[NH:35][N:34]=[C:33]([NH2:36])[CH:32]=2)[CH:30]=[CH:29][CH:28]=[CH:27][CH:26]=1, predict the reaction product. The product is: [CH3:8][O:9][CH2:10][CH2:11][N:12]1[CH:6]([C:2]2[S:1][CH:5]=[CH:4][CH:3]=2)[CH:14]([C:13]([NH:36][C:33]2[CH:32]=[C:31]([C:25]3[CH:30]=[CH:29][CH:28]=[CH:27][CH:26]=3)[NH:35][N:34]=2)=[O:24])[C:15]2[C:16](=[CH:20][CH:21]=[CH:22][CH:23]=2)[C:17]1=[O:19]. (2) Given the reactants [C:1]([C:3]1[O:7][C:6]([C:8]([O:10][CH3:11])=[O:9])=[CH:5][C:4]=1[NH:12][N:13]=C(C1C=CC=CC=1)C1C=CC=CC=1)#[N:2].S(=O)(=O)(O)O.[CH2:32](O)[CH2:33]C, predict the reaction product. The product is: [NH2:2][C:1]1[C:3]2[O:7][C:6]([C:8]([O:10][CH2:11][CH2:32][CH3:33])=[O:9])=[CH:5][C:4]=2[NH:12][N:13]=1.